Predict the reactants needed to synthesize the given product. From a dataset of Full USPTO retrosynthesis dataset with 1.9M reactions from patents (1976-2016). (1) Given the product [O:1]1[CH:5]=[CH:4][C:3]([C:6](=[O:13])[CH:7]([CH2:22][C:21]2[CH:20]=[CH:19][C:18]([C:17]([F:16])([F:26])[F:27])=[CH:25][CH:24]=2)[C:8]([O:10][CH2:11][CH3:12])=[O:9])=[CH:2]1, predict the reactants needed to synthesize it. The reactants are: [O:1]1[CH:5]=[CH:4][C:3]([C:6](=[O:13])[CH2:7][C:8]([O:10][CH2:11][CH3:12])=[O:9])=[CH:2]1.[H-].[Na+].[F:16][C:17]([F:27])([F:26])[C:18]1[CH:25]=[CH:24][C:21]([CH2:22]Br)=[CH:20][CH:19]=1.O. (2) The reactants are: [N:1]1[C:10]2C(=[CH:6][CH:7]=[C:8]3[CH:14]=[CH:13][CH:12]=[CH:11][C:9]3=2)C=C[CH:2]=1.CI.C[O:18]C1C=NC2C(C=1)=CC=C1C=CC=CC=21.[CH2:33]([Li])[CH2:34][CH2:35][CH3:36].[NH4+].[Cl-]. Given the product [CH3:2][N:1]1[C:10]2[C:36](=[CH:6][CH:7]=[C:8]3[CH:14]=[CH:13][CH:12]=[CH:11][C:9]3=2)[CH:35]=[CH:34][CH:33]1[OH:18], predict the reactants needed to synthesize it. (3) The reactants are: [Cl-].[NH4+:2].C[Al](C)C.[Cl:7][C:8]1[CH:13]=[CH:12][C:11]([NH:14][C:15]([NH:17][C:18]2[CH:23]=[CH:22][C:21]([O:24][C:25]3[CH:30]=[CH:29][N:28]=[C:27]([C:31]#[N:32])[CH:26]=3)=[CH:20][CH:19]=2)=[O:16])=[CH:10][C:9]=1[C:33]([F:36])([F:35])[F:34]. Given the product [Cl:7][C:8]1[CH:13]=[CH:12][C:11]([NH:14][C:15]([NH:17][C:18]2[CH:23]=[CH:22][C:21]([O:24][C:25]3[CH:30]=[CH:29][N:28]=[C:27]([C:31](=[NH:2])[NH2:32])[CH:26]=3)=[CH:20][CH:19]=2)=[O:16])=[CH:10][C:9]=1[C:33]([F:36])([F:34])[F:35], predict the reactants needed to synthesize it. (4) Given the product [C:19]([O:23][C:24](=[O:50])[N:25]([C:26]#[CH:27])[C:38]1[CH:39]=[CH:40][C:41]([N:44]2[CH2:45][CH2:46][O:47][CH2:48][CH2:49]2)=[CH:42][CH:43]=1)([CH3:22])([CH3:21])[CH3:20], predict the reactants needed to synthesize it. The reactants are: CCCC[N+](CCCC)(CCCC)CCCC.[F-].[C:19]([O:23][C:24](=[O:50])[N:25]([C:38]1[CH:43]=[CH:42][C:41]([N:44]2[CH2:49][CH2:48][O:47][CH2:46][CH2:45]2)=[CH:40][CH:39]=1)[C:26]#[C:27][Si](C(C)C)(C(C)C)C(C)C)([CH3:22])([CH3:21])[CH3:20].O. (5) Given the product [C:10]1([C:2]2[C:7]([CH:8]=[O:9])=[CH:6][N:5]=[CH:4][CH:3]=2)[CH:15]=[CH:14][CH:13]=[CH:12][CH:11]=1, predict the reactants needed to synthesize it. The reactants are: Br[C:2]1[C:7]([CH:8]=[O:9])=[CH:6][N:5]=[CH:4][CH:3]=1.[C:10]1(B(O)O)[CH:15]=[CH:14][CH:13]=[CH:12][CH:11]=1.C([O-])([O-])=O.[Na+].[Na+].O. (6) Given the product [CH3:8][C:7]1[O:6][N:5]=[C:4]([C:9]2[CH:14]=[CH:13][CH:12]=[CH:11][CH:10]=2)[C:3]=1[C:1]#[C:2][C:16]1[CH:21]=[C:20]([C:22]([F:25])([F:24])[F:23])[CH:19]=[CH:18][N:17]=1, predict the reactants needed to synthesize it. The reactants are: [C:1]([C:3]1[C:4]([C:9]2[CH:14]=[CH:13][CH:12]=[CH:11][CH:10]=2)=[N:5][O:6][C:7]=1[CH3:8])#[CH:2].Br[C:16]1[CH:21]=[C:20]([C:22]([F:25])([F:24])[F:23])[CH:19]=[CH:18][N:17]=1.